This data is from Peptide-MHC class I binding affinity with 185,985 pairs from IEDB/IMGT. The task is: Regression. Given a peptide amino acid sequence and an MHC pseudo amino acid sequence, predict their binding affinity value. This is MHC class I binding data. (1) The peptide sequence is FQWPALHEE. The MHC is HLA-A02:12 with pseudo-sequence HLA-A02:12. The binding affinity (normalized) is 0.412. (2) The MHC is HLA-A02:03 with pseudo-sequence HLA-A02:03. The binding affinity (normalized) is 0.116. The peptide sequence is ELPYVGDTSM. (3) The peptide sequence is RILSEKRKDT. The MHC is HLA-A02:03 with pseudo-sequence HLA-A02:03. The binding affinity (normalized) is 0.230. (4) The peptide sequence is INPNMSCDDVV. The MHC is H-2-Kb with pseudo-sequence H-2-Kb. The binding affinity (normalized) is 0.108.